Dataset: Catalyst prediction with 721,799 reactions and 888 catalyst types from USPTO. Task: Predict which catalyst facilitates the given reaction. Reactant: [OH:1][C:2]1[C:7]([CH3:8])=[CH:6][C:5]([C:9]2[CH:14]=[CH:13][C:12]([C:15]([O:17][CH3:18])=[O:16])=[C:11]([CH:19]([CH3:21])[CH3:20])[CH:10]=2)=[CH:4][C:3]=1[CH3:22].C(=O)([O-])[O-].[K+].[K+].[CH2:29]([CH:31]1[O:33][CH2:32]1)Br. Product: [CH:19]([C:11]1[CH:10]=[C:9]([C:5]2[CH:4]=[C:3]([CH3:22])[C:2]([O:1][CH2:29][CH:31]3[CH2:32][O:33]3)=[C:7]([CH3:8])[CH:6]=2)[CH:14]=[CH:13][C:12]=1[C:15]([O:17][CH3:18])=[O:16])([CH3:20])[CH3:21]. The catalyst class is: 42.